From a dataset of Reaction yield outcomes from USPTO patents with 853,638 reactions. Predict the reaction yield, written as a fraction of the theoretical maximum amount of product (1.0 means a 100% yield; for example, 0.34 means a 34% yield). (1) The reactants are [CH:1]1([C:4]2[N:25]([S:26]([C:29]3[CH:34]=[CH:33][CH:32]=[CH:31][CH:30]=3)(=[O:28])=[O:27])[C:7]3[N:8]=[N:9][C:10]([CH2:12][CH2:13][CH2:14][CH2:15][N:16]4[CH:20]=[C:19]([C:21]([O:23][CH3:24])=[O:22])[N:18]=[N:17]4)=[CH:11][C:6]=3[CH:5]=2)[CH2:3][CH2:2]1.[I:35]Cl. The catalyst is ClCCCl. The product is [CH:1]1([C:4]2[N:25]([S:26]([C:29]3[CH:34]=[CH:33][CH:32]=[CH:31][CH:30]=3)(=[O:28])=[O:27])[C:7]3[N:8]=[N:9][C:10]([CH2:12][CH2:13][CH2:14][CH2:15][N:16]4[CH:20]=[C:19]([C:21]([O:23][CH3:24])=[O:22])[N:18]=[N:17]4)=[CH:11][C:6]=3[C:5]=2[I:35])[CH2:2][CH2:3]1. The yield is 0.990. (2) The reactants are Cl[C:2]1[CH:7]=[CH:6][N:5]([C:8]2[CH:13]=[CH:12][C:11]([O:14][CH2:15][C:16]([OH:19])([CH3:18])[CH3:17])=[C:10]([O:20][CH3:21])[CH:9]=2)[C:4](=[O:22])[CH:3]=1.[F:23][C:24]([F:36])([F:35])[O:25][C:26]1[CH:31]=[CH:30][C:29](B(O)O)=[CH:28][CH:27]=1.P([O-])([O-])([O-])=O.[K+].[K+].[K+]. The catalyst is CN(C=O)C.C(Cl)Cl.C1C=CC([P]([Pd]([P](C2C=CC=CC=2)(C2C=CC=CC=2)C2C=CC=CC=2)([P](C2C=CC=CC=2)(C2C=CC=CC=2)C2C=CC=CC=2)[P](C2C=CC=CC=2)(C2C=CC=CC=2)C2C=CC=CC=2)(C2C=CC=CC=2)C2C=CC=CC=2)=CC=1. The product is [OH:19][C:16]([CH3:18])([CH3:17])[CH2:15][O:14][C:11]1[CH:12]=[CH:13][C:8]([N:5]2[CH:6]=[CH:7][C:2]([C:29]3[CH:28]=[CH:27][C:26]([O:25][C:24]([F:23])([F:35])[F:36])=[CH:31][CH:30]=3)=[CH:3][C:4]2=[O:22])=[CH:9][C:10]=1[O:20][CH3:21]. The yield is 0.636.